Predict which catalyst facilitates the given reaction. From a dataset of Catalyst prediction with 721,799 reactions and 888 catalyst types from USPTO. (1) Product: [Cl:16][C:17]1[CH:18]=[CH:19][C:20]([NH:23][C:24]2[NH:26][C:12](=[O:14])[C:11]([C:9]#[N:10])=[C:7]([CH:1]3[CH2:2][CH2:3][CH2:4][CH2:5][CH2:6]3)[N:25]=2)=[CH:21][CH:22]=1. Reactant: [CH:1]1([CH:7]=O)[CH2:6][CH2:5][CH2:4][CH2:3][CH2:2]1.[C:9]([CH2:11][C:12]([O:14]C)=O)#[N:10].[Cl:16][C:17]1[CH:22]=[CH:21][C:20]([NH:23][C:24]([NH2:26])=[NH:25])=[CH:19][CH:18]=1.N1CCCCC1. The catalyst class is: 8. (2) Reactant: [CH2:1]([N:3]([CH2:55][CH3:56])[C:4]1[CH:5]=[CH:6][C:7]([NH:30][C:31](=[O:54])[C:32]2[CH:37]=[CH:36][CH:35]=[C:34]([C:38]#[C:39][CH2:40][O:41][CH2:42][CH2:43][O:44][CH2:45][CH2:46][O:47][CH2:48][CH2:49][O:50][CH2:51][CH2:52][OH:53])[CH:33]=2)=[C:8]([C:10]2[CH:11]=[C:12]([CH:27]=[CH:28][N:29]=2)[C:13]([NH:15][CH2:16][C:17]2[CH:22]=[CH:21][CH:20]=[C:19]([C:23]([F:26])([F:25])[F:24])[CH:18]=2)=[O:14])[CH:9]=1)[CH3:2]. Product: [CH2:55]([N:3]([CH2:1][CH3:2])[C:4]1[CH:5]=[CH:6][C:7]([NH:30][C:31](=[O:54])[C:32]2[CH:37]=[CH:36][CH:35]=[C:34]([CH2:38][CH2:39][CH2:40][O:41][CH2:42][CH2:43][O:44][CH2:45][CH2:46][O:47][CH2:48][CH2:49][O:50][CH2:51][CH2:52][OH:53])[CH:33]=2)=[C:8]([C:10]2[CH:11]=[C:12]([CH:27]=[CH:28][N:29]=2)[C:13]([NH:15][CH2:16][C:17]2[CH:22]=[CH:21][CH:20]=[C:19]([C:23]([F:26])([F:25])[F:24])[CH:18]=2)=[O:14])[CH:9]=1)[CH3:56]. The catalyst class is: 43. (3) Reactant: [CH2:1]([C:3]1[C:8]([CH2:9]O)=[CH:7][CH:6]=[CH:5][N:4]=1)[CH3:2].[Br:11]P(Br)Br. Product: [Br:11][CH2:9][C:8]1[C:3]([CH2:1][CH3:2])=[N:4][CH:5]=[CH:6][CH:7]=1. The catalyst class is: 4. (4) Reactant: [Cl:1][C:2]1[CH:7]=[CH:6][C:5]([CH:8]([CH2:13]O)[C:9]([O:11][CH3:12])=[O:10])=[CH:4][CH:3]=1.C(N(CC)CC)C.CS(Cl)(=O)=O. Product: [Cl:1][C:2]1[CH:3]=[CH:4][C:5]([C:8](=[CH2:13])[C:9]([O:11][CH3:12])=[O:10])=[CH:6][CH:7]=1. The catalyst class is: 4. (5) Reactant: C(N(S(F)(F)[F:7])CC)C.[C:10]([Si:14]([CH3:54])([CH3:53])[O:15][CH:16]1[CH2:25][C:24]([CH3:27])([CH3:26])[CH2:23][C:22]2[N:21]=[C:20]([CH:28]3[CH2:32][CH2:31][CH2:30][CH2:29]3)[C:19]([CH:33]([C:35]3[CH:40]=[CH:39][C:38]([C:41]([F:44])([F:43])[F:42])=[CH:37][CH:36]=3)O)=[C:18]([C:45]3[CH:50]=[CH:49][C:48]([F:51])=[C:47]([F:52])[CH:46]=3)[C:17]1=2)([CH3:13])([CH3:12])[CH3:11]. Product: [Si:14]([O:15][CH:16]1[CH2:25][C:24]([CH3:26])([CH3:27])[CH2:23][C:22]2[N:21]=[C:20]([CH:28]3[CH2:32][CH2:31][CH2:30][CH2:29]3)[C:19]([CH:33]([F:7])[C:35]3[CH:36]=[CH:37][C:38]([C:41]([F:44])([F:42])[F:43])=[CH:39][CH:40]=3)=[C:18]([C:45]3[CH:50]=[CH:49][C:48]([F:51])=[C:47]([F:52])[CH:46]=3)[C:17]1=2)([C:10]([CH3:13])([CH3:12])[CH3:11])([CH3:54])[CH3:53]. The catalyst class is: 11. (6) Reactant: C[O:2][C:3]1[CH:4]=[C:5]([CH:8]=[C:9]([O:11]C)[CH:10]=1)[C:6]#[N:7].B(Br)(Br)Br. Product: [OH:2][C:3]1[CH:4]=[C:5]([CH:8]=[C:9]([OH:11])[CH:10]=1)[C:6]#[N:7]. The catalyst class is: 4.